This data is from Peptide-MHC class I binding affinity with 185,985 pairs from IEDB/IMGT. The task is: Regression. Given a peptide amino acid sequence and an MHC pseudo amino acid sequence, predict their binding affinity value. This is MHC class I binding data. (1) The binding affinity (normalized) is 0.0847. The peptide sequence is KCNPNLHYW. The MHC is HLA-A26:01 with pseudo-sequence HLA-A26:01. (2) The peptide sequence is VTWIPEWDF. The MHC is Mamu-A01 with pseudo-sequence Mamu-A01. The binding affinity (normalized) is 0.230. (3) The binding affinity (normalized) is 0.0847. The MHC is HLA-A02:01 with pseudo-sequence HLA-A02:01. The peptide sequence is AKIALAVYK.